From a dataset of Reaction yield outcomes from USPTO patents with 853,638 reactions. Predict the reaction yield, written as a fraction of the theoretical maximum amount of product (1.0 means a 100% yield; for example, 0.34 means a 34% yield). (1) The reactants are [CH2:1]([C:3]1[C:11]([CH3:12])=[C:10]2[C:6]([C:7](=[O:13])[O:8][CH2:9]2)=[C:5]([O:14][CH2:15][CH2:16][Si:17]([CH3:20])([CH3:19])[CH3:18])[C:4]=1CC=O)[CH3:2].C1(P(C2C=CC=CC=2)(C2C=CC=CC=2)=C(C)C=[O:33])C=CC=CC=1.[C:47]1([CH3:53])[CH:52]=CC=[CH:49][CH:48]=1. No catalyst specified. The product is [CH2:1]([C:3]1[C:11]([CH3:12])=[C:10]2[C:6]([C:7](=[O:13])[O:8][CH2:9]2)=[C:5]([O:14][CH2:15][CH2:16][Si:17]([CH3:18])([CH3:19])[CH3:20])[C:4]=1[CH2:49][CH:48]=[C:47]([CH3:53])[CH:52]=[O:33])[CH3:2]. The yield is 0.770. (2) The reactants are [N+:1]([C:4]1[CH:5]=[N:6][NH:7][CH:8]=1)([O-:3])=[O:2].C(=O)([O-])[O-].[Cs+].[Cs+].Cl[CH2:16][C:17]1[C:18]([CH3:23])=[N:19][O:20][C:21]=1[CH3:22]. The catalyst is CN(C=O)C.O. The product is [CH3:23][C:18]1[C:17]([CH2:16][N:6]2[CH:5]=[C:4]([N+:1]([O-:3])=[O:2])[CH:8]=[N:7]2)=[C:21]([CH3:22])[O:20][N:19]=1. The yield is 0.670.